Dataset: Forward reaction prediction with 1.9M reactions from USPTO patents (1976-2016). Task: Predict the product of the given reaction. (1) Given the reactants Br[CH2:2][CH2:3][CH3:4].[Cl:5][C:6]1[CH:7]=[CH:8][C:9]([OH:16])=[C:10]([CH:15]=1)[C:11]([O:13][CH3:14])=[O:12].C(=O)([O-])[O-].[K+].[K+], predict the reaction product. The product is: [Cl:5][C:6]1[CH:7]=[CH:8][C:9]([O:16][CH2:2][CH2:3][CH3:4])=[C:10]([CH:15]=1)[C:11]([O:13][CH3:14])=[O:12]. (2) The product is: [C:13]([O:17][C:18](=[O:21])[CH2:19][S:5][CH2:4][C:3]([O:2][CH3:1])=[O:6])([CH3:16])([CH3:15])[CH3:14]. Given the reactants [CH3:1][O:2][C:3](=[O:6])[CH2:4][SH:5].C(=O)([O-])[O-].[K+].[K+].[C:13]([O:17][C:18](=[O:21])[CH2:19]Br)([CH3:16])([CH3:15])[CH3:14], predict the reaction product. (3) Given the reactants Cl.[CH3:2][C@H:3]1[CH2:9][NH:8][CH2:7][CH2:6][CH2:5][N:4]1[S:10]([C:13]1[CH:18]=[CH:17][CH:16]=[CH:15][C:14]=1[N+:19]([O-:21])=[O:20])(=[O:12])=[O:11].C(=O)([O-])[O-].[K+].[K+].[C:28](O[C:28]([O:30][C:31]([CH3:34])([CH3:33])[CH3:32])=[O:29])([O:30][C:31]([CH3:34])([CH3:33])[CH3:32])=[O:29], predict the reaction product. The product is: [N+:19]([C:14]1[CH:15]=[CH:16][CH:17]=[CH:18][C:13]=1[S:10]([N:4]1[CH2:5][CH2:6][CH2:7][N:8]([C:28]([O:30][C:31]([CH3:34])([CH3:33])[CH3:32])=[O:29])[CH2:9][C@@H:3]1[CH3:2])(=[O:12])=[O:11])([O-:21])=[O:20]. (4) The product is: [CH2:1]([N:8]1[CH:12]=[C:11]([CH2:13][C:14]([OH:16])=[O:15])[C:10]([O:19][CH2:20][C:21]2[CH:22]=[N:23][C:24]([O:27][CH2:28][C:29]3[N:30]=[C:31]([C:35]4[CH:36]=[CH:37][CH:38]=[CH:39][CH:40]=4)[O:32][C:33]=3[CH3:34])=[CH:25][CH:26]=2)=[N:9]1)[C:2]1[CH:7]=[CH:6][CH:5]=[CH:4][CH:3]=1. Given the reactants [CH2:1]([N:8]1[CH:12]=[C:11]([CH2:13][C:14]([O:16]CC)=[O:15])[C:10]([O:19][CH2:20][C:21]2[CH:22]=[N:23][C:24]([O:27][CH2:28][C:29]3[N:30]=[C:31]([C:35]4[CH:40]=[CH:39][CH:38]=[CH:37][CH:36]=4)[O:32][C:33]=3[CH3:34])=[CH:25][CH:26]=2)=[N:9]1)[C:2]1[CH:7]=[CH:6][CH:5]=[CH:4][CH:3]=1.[OH-].[Na+].O1CCCC1.Cl, predict the reaction product. (5) Given the reactants [CH3:1][NH:2][C:3]1[CH:4]=[N:5][CH:6]=[CH:7][C:8]=1[C:9]1[CH:14]=[CH:13][CH:12]=[CH:11][C:10]=1[CH3:15].[Cl:16][C:17]1[CH:18]=[C:19]([CH:23]=[C:24]([CH3:26])[N:25]=1)[C:20]([OH:22])=O, predict the reaction product. The product is: [Cl:16][C:17]1[CH:18]=[C:19]([CH:23]=[C:24]([CH3:26])[N:25]=1)[C:20]([N:2]([CH3:1])[C:3]1[CH:4]=[N:5][CH:6]=[CH:7][C:8]=1[C:9]1[CH:14]=[CH:13][CH:12]=[CH:11][C:10]=1[CH3:15])=[O:22]. (6) Given the reactants [C:1]([CH2:3][CH2:4][C:5]([C:18]1[CH:23]=[CH:22][C:21]([F:24])=[CH:20][CH:19]=1)([C:11]1[CH:16]=[CH:15][C:14]([F:17])=[CH:13][CH:12]=1)[C:6]([O:8]CC)=O)#[N:2], predict the reaction product. The product is: [F:24][C:21]1[CH:22]=[CH:23][C:18]([C:5]2([C:11]3[CH:16]=[CH:15][C:14]([F:17])=[CH:13][CH:12]=3)[CH2:4][CH2:3][CH2:1][NH:2][C:6]2=[O:8])=[CH:19][CH:20]=1. (7) Given the reactants Br[C:2]1[CH:15]=[CH:14][C:13]2[O:12][C:11]3[C:6](=[CH:7][C:8]([O:16][CH2:17][C:18]([CH3:21])([CH3:20])[CH3:19])=[CH:9][CH:10]=3)[C@:5]3([CH2:25][O:24][C:23]([NH2:26])=[N:22]3)[C:4]=2[CH:3]=1.C([Sn](CCCC)(CCCC)[C:32]1[CH:37]=[CH:36][CH:35]=[CH:34][N:33]=1)CCC.O1CCOCC1, predict the reaction product. The product is: [CH2:17]([O:16][C:8]1[CH:9]=[CH:10][C:11]2[O:12][C:13]3[C:4](=[CH:3][C:2]([C:32]4[CH:37]=[CH:36][CH:35]=[CH:34][N:33]=4)=[CH:15][CH:14]=3)[C@@:5]3([CH2:25][O:24][C:23]([NH2:26])=[N:22]3)[C:6]=2[CH:7]=1)[C:18]([CH3:19])([CH3:20])[CH3:21].